Dataset: Forward reaction prediction with 1.9M reactions from USPTO patents (1976-2016). Task: Predict the product of the given reaction. (1) Given the reactants [Cl:1][C:2]1[C:14]2[C:13]3[CH2:12][CH:11]([C:15]([OH:17])=O)[CH2:10][CH2:9][C:8]=3[NH:7][C:6]=2[N:5]=[CH:4][N:3]=1.[CH3:18][CH:19]([NH2:21])[CH3:20], predict the reaction product. The product is: [Cl:1][C:2]1[C:14]2[C:13]3[CH2:12][CH:11]([C:15]([NH:21][CH:19]([CH3:20])[CH3:18])=[O:17])[CH2:10][CH2:9][C:8]=3[NH:7][C:6]=2[N:5]=[CH:4][N:3]=1. (2) Given the reactants [OH:1][CH:2]1[CH:7]([C:8]2[CH:13]=[CH:12][C:11]([OH:14])=[CH:10][CH:9]=2)[CH2:6][CH2:5][N:4]([C:15]([O:17][C:18]([CH3:21])([CH3:20])[CH3:19])=[O:16])[CH2:3]1.Br[CH2:23][CH:24]1[O:28][CH2:27][CH2:26][O:25]1.C(=O)([O-])[O-].[K+].[K+], predict the reaction product. The product is: [O:25]1[CH2:26][CH2:27][O:28][CH:24]1[CH2:23][O:14][C:11]1[CH:10]=[CH:9][C:8]([CH:7]2[CH2:6][CH2:5][N:4]([C:15]([O:17][C:18]([CH3:21])([CH3:20])[CH3:19])=[O:16])[CH2:3][CH:2]2[OH:1])=[CH:13][CH:12]=1. (3) Given the reactants [CH2:1]([O:8][CH2:9][CH2:10][CH2:11][C:12]1[S:21][C:15]2[N:16]=[CH:17][NH:18][C:19](=[O:20])[C:14]=2[CH:13]=1)[C:2]1[CH:7]=[CH:6][CH:5]=[CH:4][CH:3]=1.[F:22][C:23]1[CH:28]=[C:27]([F:29])[CH:26]=[CH:25][C:24]=1[C:30]1([CH2:33][N:34]2[CH:38]=[N:37][CH:36]=[N:35]2)[CH2:32][O:31]1.C[O-].[Na+], predict the reaction product. The product is: [CH2:1]([O:8][CH2:9][CH2:10][CH2:11][C:12]1[S:21][C:15]2[N:16]=[CH:17][N:18]([CH2:32][C:30]([C:24]3[CH:25]=[CH:26][C:27]([F:29])=[CH:28][C:23]=3[F:22])([OH:31])[CH2:33][N:34]3[CH:38]=[N:37][CH:36]=[N:35]3)[C:19](=[O:20])[C:14]=2[CH:13]=1)[C:2]1[CH:3]=[CH:4][CH:5]=[CH:6][CH:7]=1.